This data is from Forward reaction prediction with 1.9M reactions from USPTO patents (1976-2016). The task is: Predict the product of the given reaction. (1) Given the reactants [Br:1][CH2:2][CH2:3][CH2:4][CH2:5][CH2:6][CH2:7][S:8][CH2:9][CH:10]=O.C(O)(=O)C.[NH2:16][CH2:17][C@@H:18]([C:20]1[C:28]2[S:27][C:26](=[O:29])[NH:25][C:24]=2[C:23]([OH:30])=[CH:22][CH:21]=1)[OH:19].C(O[BH-](OC(=O)C)OC(=O)C)(=O)C.[Na+].[C:45](O[C:45]([O:47][C:48]([CH3:51])([CH3:50])[CH3:49])=[O:46])([O:47][C:48]([CH3:51])([CH3:50])[CH3:49])=[O:46], predict the reaction product. The product is: [Br:1][CH2:2][CH2:3][CH2:4][CH2:5][CH2:6][CH2:7][S:8][CH2:9][CH2:10][N:16]([CH2:17][C@H:18]([OH:19])[C:20]1[C:28]2[S:27][C:26](=[O:29])[NH:25][C:24]=2[C:23]([OH:30])=[CH:22][CH:21]=1)[C:45](=[O:46])[O:47][C:48]([CH3:51])([CH3:50])[CH3:49]. (2) Given the reactants [Cl:1][C:2]1[CH:7]=[CH:6][C:5](B(O)O)=[CH:4][CH:3]=1.Cl.N[CH:13]1[CH2:18][CH2:17][CH2:16]C[CH:14]1[OH:19].C[Si](C)(C)N[Si](C)(C)C.[Na].BrCC1CCCO1, predict the reaction product. The product is: [Cl:1][C:2]1[CH:7]=[CH:6][C:5]([CH2:16][CH:17]2[CH2:18][CH2:13][CH2:14][O:19]2)=[CH:4][CH:3]=1. (3) Given the reactants N([O-])=O.[Na+].Cl.C(O)(=O)C.[CH:10]([C@@H:14]1[N:19]([CH3:20])[CH2:18][CH2:17][N:16]([C:21]([C:23]2[N:28]=[N:27][C:26]([C:29]([NH:31]N)=[O:30])=[C:25]([CH2:33][CH:34]([CH3:36])[CH3:35])[CH:24]=2)=[O:22])[CH2:15]1)([CH2:12][CH3:13])[CH3:11].C(=O)(O)[O-].[Na+].N[C@H:43]([CH2:47][OH:48])[CH:44]([CH3:46])[CH3:45], predict the reaction product. The product is: [OH:48][CH2:47][C@@H:43]([NH:31][C:29]([C:26]1[N:27]=[N:28][C:23]([C:21]([N:16]2[CH2:17][CH2:18][N:19]([CH3:20])[C@@H:14]([CH:10]([CH2:12][CH3:13])[CH3:11])[CH2:15]2)=[O:22])=[CH:24][C:25]=1[CH2:33][CH:34]([CH3:36])[CH3:35])=[O:30])[CH:44]([CH3:46])[CH3:45].